The task is: Predict the product of the given reaction.. This data is from Forward reaction prediction with 1.9M reactions from USPTO patents (1976-2016). (1) Given the reactants C1(C2N=NC(NNC(=O)CC3C=C4C(=CC=3)N=CC=C4)=NC=2)C=CC=CC=1.[Cl:28][C:29]1[CH:34]=[CH:33][C:32]([C:35]2[N:40]=[N:39][C:38]([NH:41][NH:42][C:43](=O)[CH2:44][O:45][C:46]3[C:55]4[C:50](=[CH:51][C:52]([O:56][CH3:57])=[CH:53][CH:54]=4)[N:49]=[CH:48][CH:47]=3)=[N:37][CH:36]=2)=[CH:31][CH:30]=1, predict the reaction product. The product is: [CH3:57][O:56][C:52]1[CH:51]=[C:50]2[C:55]([C:46]([O:45][CH2:44][C:43]3[N:39]4[N:40]=[C:35]([C:32]5[CH:33]=[CH:34][C:29]([Cl:28])=[CH:30][CH:31]=5)[CH:36]=[N:37][C:38]4=[N:41][N:42]=3)=[CH:47][CH:48]=[N:49]2)=[CH:54][CH:53]=1. (2) Given the reactants Br[C:2]1[N:6]2[N:7]=[C:8](Cl)[CH:9]=[CH:10]C2=NC=1.Cl[C:13]1[CH:14]=[CH:15][C:16]2[N:17]([C:19]([CH:22]([C:24]3[CH:25]=[C:26]4[C:31](=[CH:32][C:33]=3[C:34]([F:37])([F:36])[F:35])[N:30]=[CH:29][CH:28]=[CH:27]4)O)=[CH:20][N:21]=2)[N:18]=1.C([Mg]Br)C.FC(F)(F)C1C=C2C(C=CC=N2)=CC=1C=O, predict the reaction product. The product is: [CH3:2][N:6]1[CH:10]=[C:9]([C:13]2[CH:14]=[CH:15][C:16]3[N:17]([C:19]([CH2:22][C:24]4[CH:25]=[C:26]5[C:31](=[CH:32][C:33]=4[C:34]([F:37])([F:35])[F:36])[N:30]=[CH:29][CH:28]=[CH:27]5)=[CH:20][N:21]=3)[N:18]=2)[CH:8]=[N:7]1. (3) Given the reactants [NH2:1][C:2]1[N:3]=[N:4][N:5]([CH2:7][C:8]([NH:10][CH:11]([C:13]2[CH:18]=[CH:17][CH:16]=[CH:15][CH:14]=2)[CH3:12])=[O:9])[N:6]=1.N1C=CC=CC=1.Cl.[C:26](Cl)(=[O:33])[C:27]1[CH:32]=[CH:31][CH:30]=[N:29][CH:28]=1, predict the reaction product. The product is: [O:9]=[C:8]([NH:10][CH:11]([C:13]1[CH:18]=[CH:17][CH:16]=[CH:15][CH:14]=1)[CH3:12])[CH2:7][N:5]1[N:4]=[N:3][C:2]([NH:1][C:26](=[O:33])[C:27]2[CH:32]=[CH:31][CH:30]=[N:29][CH:28]=2)=[N:6]1. (4) Given the reactants [N+:1]([C:4]1[CH:13]=[CH:12][C:7]2[NH:8][C:9](=[O:11])[S:10][C:6]=2[CH:5]=1)([O-])=O.O.[Cl-].[NH4+], predict the reaction product. The product is: [NH2:1][C:4]1[CH:13]=[CH:12][C:7]2[NH:8][C:9](=[O:11])[S:10][C:6]=2[CH:5]=1. (5) Given the reactants C(O)(C(F)(F)F)=O.C(O[C:13](=[O:48])[CH2:14][N:15]1[C:23]2[C:18](=[CH:19][CH:20]=[C:21]([C:24]([O:26][CH3:27])=[O:25])[CH:22]=2)[C:17]([CH:28]2[CH2:33][CH2:32][CH2:31][CH2:30][CH2:29]2)=[C:16]1[C:34]1[CH:39]=[CH:38][CH:37]=[CH:36][C:35]=1[NH:40]C(OC(C)(C)C)=O)(C)(C)C.C([O-])(O)=O.[Na+], predict the reaction product. The product is: [CH:28]1([C:17]2[C:18]3[CH:19]=[CH:20][C:21]([C:24]([O:26][CH3:27])=[O:25])=[CH:22][C:23]=3[N:15]3[C:16]=2[C:34]2[CH:39]=[CH:38][CH:37]=[CH:36][C:35]=2[NH:40][C:13](=[O:48])[CH2:14]3)[CH2:33][CH2:32][CH2:31][CH2:30][CH2:29]1. (6) Given the reactants [Cl:1][C:2]1[C:7]([S:8]([CH3:11])(=[O:10])=[O:9])=[CH:6][C:5]([C:12]2[N:13]([C:33](Cl)=[O:34])[C@@:14]([C:26]3[CH:31]=[CH:30][C:29]([Cl:32])=[CH:28][CH:27]=3)([CH3:25])[C@@:15]([C:18]3[CH:23]=[CH:22][C:21]([Cl:24])=[CH:20][CH:19]=3)([CH3:17])[N:16]=2)=[C:4]([O:36][CH2:37][CH3:38])[CH:3]=1.[CH:39]([O:42][CH2:43][CH2:44][N:45]([CH2:55][CH2:56][O:57][CH:58]([CH3:60])[CH3:59])[C:46](=[O:54])[CH2:47][N:48]1[CH2:53][CH2:52][NH:51][CH2:50][CH2:49]1)([CH3:41])[CH3:40], predict the reaction product. The product is: [Cl:1][C:2]1[C:7]([S:8]([CH3:11])(=[O:10])=[O:9])=[CH:6][C:5]([C:12]2[N:13]([C:33]([N:51]3[CH2:50][CH2:49][N:48]([CH2:47][C:46]([N:45]([CH2:55][CH2:56][O:57][CH:58]([CH3:60])[CH3:59])[CH2:44][CH2:43][O:42][CH:39]([CH3:40])[CH3:41])=[O:54])[CH2:53][CH2:52]3)=[O:34])[C@@:14]([C:26]3[CH:31]=[CH:30][C:29]([Cl:32])=[CH:28][CH:27]=3)([CH3:25])[C@@:15]([C:18]3[CH:19]=[CH:20][C:21]([Cl:24])=[CH:22][CH:23]=3)([CH3:17])[N:16]=2)=[C:4]([O:36][CH2:37][CH3:38])[CH:3]=1. (7) Given the reactants [CH:1]([C:3]1[CH:8]=[CH:7][C:6]([O:9]B(O)O)=[CH:5][CH:4]=1)=[O:2].C(N(CC)CC)C.[CH3:20][O:21][C:22](=[O:34])[C:23]1[CH:28]=[C:27](O)[CH:26]=[C:25]([O:30][CH:31]([CH3:33])[CH3:32])[CH:24]=1, predict the reaction product. The product is: [CH3:20][O:21][C:22](=[O:34])[C:23]1[CH:24]=[C:25]([O:30][CH:31]([CH3:32])[CH3:33])[CH:26]=[C:27]([O:9][C:6]2[CH:7]=[CH:8][C:3]([CH:1]=[O:2])=[CH:4][CH:5]=2)[CH:28]=1. (8) Given the reactants [NH2:1][S:2]([C:5]1[CH:10]=[CH:9][C:8]([NH:11][C@@H:12]([CH2:19][S:20][C:21]2[CH:26]=[CH:25][CH:24]=[CH:23][CH:22]=2)[CH2:13][C:14]([N:16]([CH3:18])[CH3:17])=O)=[C:7]([N+:27]([O-:29])=[O:28])[CH:6]=1)(=[O:4])=[O:3].B.Cl.C(=O)([O-])[O-].[Na+].[Na+], predict the reaction product. The product is: [CH3:18][N:16]([CH3:17])[CH2:14][CH2:13][C@@H:12]([NH:11][C:8]1[CH:9]=[CH:10][C:5]([S:2]([NH2:1])(=[O:3])=[O:4])=[CH:6][C:7]=1[N+:27]([O-:29])=[O:28])[CH2:19][S:20][C:21]1[CH:22]=[CH:23][CH:24]=[CH:25][CH:26]=1. (9) The product is: [CH3:16][O:15][C:14]1[C:8]2[N:7]=[N:6][C:5]3=[C:4]([CH3:21])[N:3]=[C:2]([C:23]4[S:22][CH:26]=[CH:25][CH:24]=4)[N:10]3[C:9]=2[CH:11]=[C:12]([C:17]([F:20])([F:19])[F:18])[CH:13]=1. Given the reactants Br[C:2]1[N:10]2[C:5]([N:6]=[N:7][C:8]3[C:14]([O:15][CH3:16])=[CH:13][C:12]([C:17]([F:20])([F:19])[F:18])=[CH:11][C:9]=32)=[C:4]([CH3:21])[N:3]=1.[S:22]1[CH:26]=[CH:25][CH:24]=[C:23]1B(O)O.C(=O)([O-])[O-].[Na+].[Na+], predict the reaction product. (10) Given the reactants [I:1][C:2]1[CH:11]=[CH:10][CH:9]=[C:8]2[C:3]=1[CH:4]=[CH:5][CH:6]=[C:7]2[OH:12].[CH2:13](O)[CH2:14][CH2:15][CH2:16][CH2:17][CH2:18][CH3:19].C1C=CC(P(C2C=CC=CC=2)C2C=CC=CC=2)=CC=1.CC(OC(/N=N/C(OC(C)C)=O)=O)C.N#N, predict the reaction product. The product is: [CH2:13]([O:12][C:7]1[C:8]2[C:3](=[C:2]([I:1])[CH:11]=[CH:10][CH:9]=2)[CH:4]=[CH:5][CH:6]=1)[CH2:14][CH2:15][CH2:16][CH2:17][CH2:18][CH3:19].